Dataset: Forward reaction prediction with 1.9M reactions from USPTO patents (1976-2016). Task: Predict the product of the given reaction. (1) Given the reactants C([O:4][C:5]1[CH:6]=[C:7]([C:15]([O:17][CH3:18])=[O:16])[CH:8]=[C:9]([CH:14]=1)[C:10]([O:12][CH3:13])=[O:11])C=C.CN(C)[C:21]1[CH:26]=CC=C[CH:22]=1, predict the reaction product. The product is: [CH2:26]([C:14]1[C:5]([OH:4])=[CH:6][C:7]([C:15]([O:17][CH3:18])=[O:16])=[CH:8][C:9]=1[C:10]([O:12][CH3:13])=[O:11])[CH:21]=[CH2:22]. (2) Given the reactants [O:1]1[C:5]([C:6]2[CH:11]=[CH:10][CH:9]=[CH:8][N:7]=2)=[CH:4][N:3]=[CH:2]1.[Li]CCCC.[C:17](Cl)(=[O:29])[CH2:18][CH2:19][CH2:20][CH2:21][CH2:22][CH2:23][CH2:24][CH2:25][CH2:26][CH2:27][CH3:28], predict the reaction product. The product is: [N:7]1[CH:8]=[CH:9][CH:10]=[CH:11][C:6]=1[C:5]1[O:1][C:2]([C:17](=[O:29])[CH2:18][CH2:19][CH2:20][CH2:21][CH2:22][CH2:23][CH2:24][CH2:25][CH2:26][CH2:27][CH3:28])=[N:3][CH:4]=1.